From a dataset of Catalyst prediction with 721,799 reactions and 888 catalyst types from USPTO. Predict which catalyst facilitates the given reaction. (1) Reactant: [F:1][C:2]1[CH:3]=[CH:4][C:5]([C:8]2[C:12]([CH2:13][OH:14])=[C:11]([CH3:15])[O:10][N:9]=2)=[N:6][CH:7]=1.[CH3:16][O:17][C:18]([C:20]1[S:24][N:23]=[C:22](O)[CH:21]=1)=[O:19].C1(P(C2C=CC=CC=2)C2C=CC=CC=2)C=CC=CC=1.N(C(OCC)=O)=NC(OCC)=O. Product: [CH3:16][O:17][C:18]([C:20]1[S:24][N:23]=[C:22]([O:14][CH2:13][C:12]2[C:8]([C:5]3[CH:4]=[CH:3][C:2]([F:1])=[CH:7][N:6]=3)=[N:9][O:10][C:11]=2[CH3:15])[CH:21]=1)=[O:19]. The catalyst class is: 1. (2) Reactant: [C:1]([O:5][C:6](=[O:14])[NH:7][C@H:8]1[CH2:13][CH2:12][CH2:11][NH:10][CH2:9]1)([CH3:4])([CH3:3])[CH3:2].Br[CH2:16][CH2:17][CH2:18][C:19]1[CH:24]=[CH:23][CH:22]=[C:21]([O:25][CH3:26])[CH:20]=1.[C:27](=[O:30])([O-])[O-].[K+].[K+].[I-].[Na+]. Product: [OH-:5].[C:1]([O:5][C:6]([NH:7][C@H:8]1[CH2:13][CH2:12][CH2:11][N+:10]([CH2:16][CH2:17][CH2:18][C:19]2[CH:24]=[CH:23][CH:22]=[C:21]([O:30][CH3:27])[CH:20]=2)([CH2:16][CH2:17][CH2:18][C:19]2[CH:24]=[CH:23][CH:22]=[C:21]([O:25][CH3:26])[CH:20]=2)[CH2:9]1)=[O:14])([CH3:4])([CH3:2])[CH3:3]. The catalyst class is: 10.